From a dataset of Retrosynthesis with 50K atom-mapped reactions and 10 reaction types from USPTO. Predict the reactants needed to synthesize the given product. (1) Given the product CC1(C(=O)O)CCOCC1, predict the reactants needed to synthesize it. The reactants are: COC(=O)C1(C)CCOCC1. (2) Given the product COc1ccc(C(=O)Nc2c(Cl)cncc2Cl)c2cc(C=O)nn12, predict the reactants needed to synthesize it. The reactants are: COc1ccc(C(=O)Nc2c(Cl)cncc2Cl)c2cc(CO)nn12. (3) Given the product CN1CCN(c2c(C(=O)C(C)(C)C)oc3nc(-c4ccccc4Cl)c(-c4ccc(Cl)cc4)cc23)C(=O)C1=O, predict the reactants needed to synthesize it. The reactants are: CN(CCO)C(=O)C(=O)Nc1c(C(=O)C(C)(C)C)oc2nc(-c3ccccc3Cl)c(-c3ccc(Cl)cc3)cc12.